From a dataset of Reaction yield outcomes from USPTO patents with 853,638 reactions. Predict the reaction yield, written as a fraction of the theoretical maximum amount of product (1.0 means a 100% yield; for example, 0.34 means a 34% yield). (1) The reactants are [C:1]([C:5]1[CH:6]=[C:7]([C:20]([OH:22])=O)[N:8]([CH2:10][C:11]2[C:16]([CH3:17])=[CH:15][C:14]([CH3:18])=[CH:13][C:12]=2[CH3:19])[N:9]=1)([CH3:4])([CH3:3])[CH3:2].C(NC(C)C)(C)C.CCCP(=O)=O.[F:36][C:37]1[C:43]([F:44])=[C:42]([C:45]([F:48])([F:47])[F:46])[C:41]([F:49])=[C:40]([F:50])[C:38]=1[NH2:39]. The catalyst is C(OCC)(=O)C.CN1CCCC1=O. The product is [C:1]([C:5]1[CH:6]=[C:7]([C:20]([NH:39][C:38]2[C:40]([F:50])=[C:41]([F:49])[C:42]([C:45]([F:48])([F:47])[F:46])=[C:43]([F:44])[C:37]=2[F:36])=[O:22])[N:8]([CH2:10][C:11]2[C:12]([CH3:19])=[CH:13][C:14]([CH3:18])=[CH:15][C:16]=2[CH3:17])[N:9]=1)([CH3:3])([CH3:4])[CH3:2]. The yield is 0.864. (2) The reactants are C[O:2][C:3]1[CH:8]=[C:7]([C:9]([F:12])([F:11])[F:10])[CH:6]=[C:5]([N+:13]([O-:15])=[O:14])[CH:4]=1.B(Br)(Br)Br. The catalyst is C(Cl)Cl. The product is [N+:13]([C:5]1[CH:4]=[C:3]([OH:2])[CH:8]=[C:7]([C:9]([F:10])([F:11])[F:12])[CH:6]=1)([O-:15])=[O:14]. The yield is 0.370. (3) The reactants are Cl[CH2:2][C:3]([NH:5][C:6]1[N:7]=[C:8]2[CH:13]=[CH:12][C:11]([O:14][C:15]3[CH:16]=[C:17]([NH:21][C:22](=[O:33])[C:23]4[CH:28]=[CH:27][CH:26]=[C:25]([C:29]([F:32])([F:31])[F:30])[CH:24]=4)[CH:18]=[CH:19][CH:20]=3)=[N:10][N:9]2[CH:34]=1)=[O:4].[CH3:35][NH2:36].CO. The catalyst is C(#N)C. The product is [CH3:35][NH:36][CH2:2][C:3]([NH:5][C:6]1[N:7]=[C:8]2[CH:13]=[CH:12][C:11]([O:14][C:15]3[CH:16]=[C:17]([NH:21][C:22](=[O:33])[C:23]4[CH:28]=[CH:27][CH:26]=[C:25]([C:29]([F:32])([F:31])[F:30])[CH:24]=4)[CH:18]=[CH:19][CH:20]=3)=[N:10][N:9]2[CH:34]=1)=[O:4]. The yield is 0.250. (4) The reactants are CC(C)([O-])C.[Na+].[CH3:7][C:8]1([CH3:27])[C:12](=[O:13])[C:11]2[C:14]([CH3:26])=[C:15]([N:20]3[CH2:25][CH2:24][NH:23][CH2:22][CH2:21]3)[C:16]([CH3:19])=[C:17]([CH3:18])[C:10]=2[O:9]1.Br[C:29]1[CH:34]=[CH:33][C:32]([O:35][CH3:36])=[C:31]([CH3:37])[CH:30]=1.C1C=CC(P(C2C(C3C(P(C4C=CC=CC=4)C4C=CC=CC=4)=CC=C4C=3C=CC=C4)=C3C(C=CC=C3)=CC=2)C2C=CC=CC=2)=CC=1. The catalyst is O.C([O-])(=O)C.[Pd+2].C([O-])(=O)C.C1(C)C=CC=CC=1. The product is [CH3:36][O:35][C:32]1[CH:33]=[CH:34][C:29]([N:23]2[CH2:22][CH2:21][N:20]([C:15]3[C:16]([CH3:19])=[C:17]([CH3:18])[C:10]4[O:9][C:8]([CH3:27])([CH3:7])[C:12](=[O:13])[C:11]=4[C:14]=3[CH3:26])[CH2:25][CH2:24]2)=[CH:30][C:31]=1[CH3:37]. The yield is 0.230. (5) The reactants are [C:1]([C:3]1[CH:8]=[CH:7][C:6]([CH3:9])=[CH:5][CH:4]=1)#[CH:2].[NH3:10]. The yield is 0.600. The product is [C:6]1([CH3:9])[CH:7]=[CH:8][C:3]([C:1](=[NH:10])[CH3:2])=[CH:4][CH:5]=1. No catalyst specified.